This data is from Full USPTO retrosynthesis dataset with 1.9M reactions from patents (1976-2016). The task is: Predict the reactants needed to synthesize the given product. (1) Given the product [F:18][C:19]1[CH:20]=[CH:21][C:22]([CH2:25][CH2:26][CH2:27][NH:28][C@H:2]2[CH2:7][CH2:6][C@H:5]([C:8]3[CH:17]=[CH:16][C:11]4[NH:12][C:13](=[O:15])[S:14][C:10]=4[CH:9]=3)[CH2:4][CH2:3]2)=[CH:23][CH:24]=1, predict the reactants needed to synthesize it. The reactants are: O=[C:2]1[CH2:7][CH2:6][CH:5]([C:8]2[CH:17]=[CH:16][C:11]3[NH:12][C:13](=[O:15])[S:14][C:10]=3[CH:9]=2)[CH2:4][CH2:3]1.[F:18][C:19]1[CH:24]=[CH:23][C:22]([CH2:25][CH2:26][CH2:27][NH2:28])=[CH:21][CH:20]=1.[BH4-].[Na+]. (2) Given the product [O:9]1[C:3]2[CH:4]=[CH:5][C:6]([OH:8])=[CH:7][C:2]=2[N:1]=[CH:11]1, predict the reactants needed to synthesize it. The reactants are: [NH2:1][C:2]1[CH:7]=[C:6]([OH:8])[CH:5]=[CH:4][C:3]=1[OH:9].O.[CH2:11](OC(OCC)OCC)C. (3) Given the product [P:9]([O:19][C:20]1[CH:28]=[C:27]2[C:23]([C@H:24]([CH2:39][Cl:40])[CH2:25][N:26]2[C:29]([C:31]23[CH2:34][C:33]([C:36]([Cl:48])=[O:38])([CH2:35]2)[CH2:32]3)=[O:30])=[C:22]2[C:41]([CH3:44])=[CH:42][S:43][C:21]=12)([O:11][CH2:12][C:13]1[CH:18]=[CH:17][CH:16]=[CH:15][CH:14]=1)([O:8][CH2:1][C:2]1[CH:3]=[CH:4][CH:5]=[CH:6][CH:7]=1)=[O:10], predict the reactants needed to synthesize it. The reactants are: [CH2:1]([O:8][P:9]([O:19][C:20]1[CH:28]=[C:27]2[C:23]([C@H:24]([CH2:39][Cl:40])[CH2:25][N:26]2[C:29]([C:31]23[CH2:35][C:33]([C:36]([OH:38])=O)([CH2:34]2)[CH2:32]3)=[O:30])=[C:22]2[C:41]([CH3:44])=[CH:42][S:43][C:21]=12)([O:11][CH2:12][C:13]1[CH:18]=[CH:17][CH:16]=[CH:15][CH:14]=1)=[O:10])[C:2]1[CH:7]=[CH:6][CH:5]=[CH:4][CH:3]=1.C(Cl)(=O)C([Cl:48])=O.C1COCC1. (4) Given the product [C:37]([CH2:38][CH2:39][NH:40][C:2]1[N:7]=[C:6]([C:8]2[S:12][C:11]([C:13]([CH3:14])([CH3:15])[CH3:16])=[N:10][C:9]=2[C:17]2[C:18]([F:35])=[C:19]([NH:23][S:24]([C:27]3[C:28]([F:34])=[CH:29][CH:30]=[CH:31][C:32]=3[F:33])(=[O:25])=[O:26])[CH:20]=[CH:21][CH:22]=2)[CH:5]=[CH:4][N:3]=1)#[N:36], predict the reactants needed to synthesize it. The reactants are: Cl[C:2]1[N:7]=[C:6]([C:8]2[S:12][C:11]([C:13]([CH3:16])([CH3:15])[CH3:14])=[N:10][C:9]=2[C:17]2[C:18]([F:35])=[C:19]([NH:23][S:24]([C:27]3[C:32]([F:33])=[CH:31][CH:30]=[CH:29][C:28]=3[F:34])(=[O:26])=[O:25])[CH:20]=[CH:21][CH:22]=2)[CH:5]=[CH:4][N:3]=1.[NH2:36][CH2:37][CH2:38][C:39]#[N:40].[F-].[Cs+]. (5) Given the product [N+:1]([C:4]1[CH:11]=[CH:10][C:7]([CH:8]=[CH:17][C:12]([O:14][CH2:15][CH3:16])=[O:13])=[CH:6][CH:5]=1)([O-:3])=[O:2], predict the reactants needed to synthesize it. The reactants are: [N+:1]([C:4]1[CH:11]=[CH:10][C:7]([CH:8]=O)=[CH:6][CH:5]=1)([O-:3])=[O:2].[C:12]([CH:17]=C1CCP(C2C=CC=CC=2)C1(C1C=CC=CC=1)C1C=CC=CC=1)([O:14][CH2:15][CH3:16])=[O:13]. (6) Given the product [S:23]1[C:27]([C:2]2[CH:7]=[C:6]([NH:8][C:9](=[O:11])[CH3:10])[CH:5]=[C:4]([NH:12][C:13]3[CH:18]=[C:17]([C:19]([F:22])([F:21])[F:20])[CH:16]=[CH:15][N:14]=3)[N:3]=2)=[CH:26][N:25]=[CH:24]1, predict the reactants needed to synthesize it. The reactants are: Br[C:2]1[CH:7]=[C:6]([NH:8][C:9](=[O:11])[CH3:10])[CH:5]=[C:4]([NH:12][C:13]2[CH:18]=[C:17]([C:19]([F:22])([F:21])[F:20])[CH:16]=[CH:15][N:14]=2)[N:3]=1.[S:23]1[CH:27]=[CH:26][N:25]=[CH:24]1.[F-].[Cs+].C(O)(=O)C(C)(C)C. (7) Given the product [NH2:1][C:4]1[CH:11]=[CH:10][CH:9]=[CH:8][C:5]=1[CH2:6][OH:7], predict the reactants needed to synthesize it. The reactants are: [N+:1]([C:4]1[CH:11]=[CH:10][CH:9]=[CH:8][C:5]=1[CH2:6][OH:7])([O-])=O.O.NN. (8) Given the product [C:33]([NH:14][C@H:13]([C:15]([OH:17])=[O:16])[CH2:12][CH2:11][CH2:10][CH2:9][NH:8][C:6]([O:5][C:1]([CH3:4])([CH3:2])[CH3:3])=[O:7])([O:32][CH2:25][C:26]1[CH:31]=[CH:30][CH:29]=[CH:28][CH:27]=1)=[O:34], predict the reactants needed to synthesize it. The reactants are: [C:1]([O:5][C:6]([NH:8][CH2:9][CH2:10][CH2:11][CH2:12][C@@H:13]([C:15]([OH:17])=[O:16])[NH2:14])=[O:7])([CH3:4])([CH3:3])[CH3:2].C(N(CC)CC)C.[CH2:25]([O:32][C:33](ON1C(=O)CCC1=O)=[O:34])[C:26]1[CH:31]=[CH:30][CH:29]=[CH:28][CH:27]=1.O1CCOCC1. (9) Given the product [NH2:1][C:2]1[N:3]=[C:4]([NH:17][CH:18]2[CH2:19][CH2:20][N:21]([S:24]([CH2:27][CH2:28][N:29]3[CH2:33][CH2:32][CH2:31][CH2:30]3)(=[O:25])=[O:26])[CH2:22][CH2:23]2)[S:5][C:6]=1[C:7]([C:9]1[C:14]([F:15])=[CH:13][CH:12]=[CH:11][C:10]=1[F:16])=[O:8], predict the reactants needed to synthesize it. The reactants are: [NH2:1][C:2]1[N:3]=[C:4]([NH:17][CH:18]2[CH2:23][CH2:22][N:21]([S:24]([CH:27]=[CH2:28])(=[O:26])=[O:25])[CH2:20][CH2:19]2)[S:5][C:6]=1[C:7]([C:9]1[C:14]([F:15])=[CH:13][CH:12]=[CH:11][C:10]=1[F:16])=[O:8].[NH:29]1[CH2:33][CH2:32][CH2:31][CH2:30]1. (10) Given the product [C:6]([CH2:8][N:9]1[CH2:14][CH2:13][CH:12]([C:15]2[CH:20]=[CH:19][CH:18]=[C:17]([Cl:21])[CH:16]=2)[C:11]2([C:29]3[C:24](=[CH:25][C:26]([Cl:30])=[CH:27][CH:28]=3)[NH:23][C:22]2=[O:39])[CH:10]1[C:31]1[CH:36]=[CH:35][CH:34]=[C:33]([F:37])[CH:32]=1)([OH:5])=[O:7], predict the reactants needed to synthesize it. The reactants are: C([O:5][C:6]([CH2:8][N:9]1[CH2:14][CH2:13][CH:12]([C:15]2[CH:20]=[CH:19][CH:18]=[C:17]([Cl:21])[CH:16]=2)[C:11]2([C:29]3[C:24](=[CH:25][C:26]([Cl:30])=[CH:27][CH:28]=3)[N:23]=[CH:22]2)[CH:10]1[C:31]1[CH:36]=[CH:35][CH:34]=[C:33]([F:37])[CH:32]=1)=[O:7])(C)(C)C.C[O:39]C([Si](C)(C)C)C.FC(F)(F)C(O)=O.